From a dataset of Choline transporter screen with 302,306 compounds. Binary Classification. Given a drug SMILES string, predict its activity (active/inactive) in a high-throughput screening assay against a specified biological target. (1) The drug is FC(F)(F)C1(Oc2c(C(=O)N1)ccc(OC)c2)c1ccccc1. The result is 0 (inactive). (2) The drug is S=C(NCCCOC)NC(=O)c1ccc([N+]([O-])=O)cc1. The result is 0 (inactive). (3) The molecule is Brc1sc(/C(=N\NC(=O)CNc2cc(ccc2)C)C)cc1. The result is 0 (inactive). (4) The compound is Clc1c(cc(N\N=C2\CC(CCC2)C)cc1)C(O)=O. The result is 0 (inactive). (5) The compound is S=C1N(C2(N=C1c1ccc(F)cc1)CCN(CC2)CC)C(=O)c1ccc(cc1)C. The result is 0 (inactive).